From a dataset of CYP2D6 inhibition data for predicting drug metabolism from PubChem BioAssay. Regression/Classification. Given a drug SMILES string, predict its absorption, distribution, metabolism, or excretion properties. Task type varies by dataset: regression for continuous measurements (e.g., permeability, clearance, half-life) or binary classification for categorical outcomes (e.g., BBB penetration, CYP inhibition). Dataset: cyp2d6_veith. (1) The compound is Cn1c(=O)c(-c2cccc(F)c2)nc2cncnc21. The result is 0 (non-inhibitor). (2) The molecule is C[C@@](N)(/C=C\c1ccccc1)C(=O)O. The result is 0 (non-inhibitor).